From a dataset of Peptide-MHC class I binding affinity with 185,985 pairs from IEDB/IMGT. Regression. Given a peptide amino acid sequence and an MHC pseudo amino acid sequence, predict their binding affinity value. This is MHC class I binding data. (1) The peptide sequence is SPAIFQSSM. The MHC is HLA-A26:01 with pseudo-sequence HLA-A26:01. The binding affinity (normalized) is 0.180. (2) The peptide sequence is KSAQFPFHF. The MHC is HLA-B15:01 with pseudo-sequence HLA-B15:01. The binding affinity (normalized) is 0.541. (3) The peptide sequence is GYLNACGHF. The MHC is HLA-A03:01 with pseudo-sequence HLA-A03:01. The binding affinity (normalized) is 0.0847. (4) The peptide sequence is QMTFHLFI. The MHC is HLA-A02:01 with pseudo-sequence HLA-A02:01. The binding affinity (normalized) is 0.305. (5) The peptide sequence is WSYYCGGL. The MHC is H-2-Db with pseudo-sequence H-2-Db. The binding affinity (normalized) is 0. (6) The MHC is HLA-A23:01 with pseudo-sequence HLA-A23:01. The binding affinity (normalized) is 0. The peptide sequence is CTSHGKQNV. (7) The peptide sequence is ETALPQDSY. The MHC is HLA-A80:01 with pseudo-sequence HLA-A80:01. The binding affinity (normalized) is 0.0847. (8) The peptide sequence is LPAEVRAAF. The MHC is HLA-B51:01 with pseudo-sequence HLA-B51:01. The binding affinity (normalized) is 0.0847. (9) The peptide sequence is APRTLVYLL. The MHC is HLA-A30:01 with pseudo-sequence HLA-A30:01. The binding affinity (normalized) is 0. (10) The peptide sequence is ELENKKVEY. The MHC is HLA-A68:01 with pseudo-sequence HLA-A68:01. The binding affinity (normalized) is 0.311.